From a dataset of Full USPTO retrosynthesis dataset with 1.9M reactions from patents (1976-2016). Predict the reactants needed to synthesize the given product. (1) Given the product [O:1]=[C:2]1[N:11]([CH:12]2[CH:16]([C:4]3[CH:9]=[CH:8][CH:7]=[CH:6][CH:5]=3)[C:15](=[O:17])[NH:14][C:13]2=[O:18])[CH2:10][C:9]2[C:4](=[CH:5][CH:6]=[CH:7][CH:8]=2)[NH:3]1, predict the reactants needed to synthesize it. The reactants are: [O:1]=[C:2]1[N:11]([CH:12]2[CH2:16][C:15](=[O:17])[NH:14][C:13]2=[O:18])[CH2:10][C:9]2[C:4](=[CH:5][CH:6]=[CH:7][CH:8]=2)[NH:3]1. (2) Given the product [CH3:31][O:30][C:27]1[CH:26]=[CH:25][C:24]([C:22]2[C:20]([C:17]3[CH:16]=[CH:15][C:14]([O:13][CH3:12])=[CH:19][CH:18]=3)=[N:1][C:2]3[C:10](=[CH:9][CH:8]=[C:4]([C:5]([OH:7])=[O:6])[CH:3]=3)[N:11]=2)=[CH:29][CH:28]=1, predict the reactants needed to synthesize it. The reactants are: [NH2:1][C:2]1[CH:3]=[C:4]([CH:8]=[CH:9][C:10]=1[NH2:11])[C:5]([OH:7])=[O:6].[CH3:12][O:13][C:14]1[CH:19]=[CH:18][C:17]([C:20]([C:22]([C:24]2[CH:29]=[CH:28][C:27]([O:30][CH3:31])=[CH:26][CH:25]=2)=O)=O)=[CH:16][CH:15]=1.C(O)(=O)C.O. (3) The reactants are: Cl[CH2:2][C:3]1[CH:8]=[CH:7][CH:6]=[CH:5][C:4]=1[C:9](=[CH:14][O:15][CH3:16])[C:10]([O:12][CH3:13])=[O:11].C1(C)C=CC=CC=1.[CH:24]([O:27][C:28]1[N:33]=[C:32]([OH:34])[CH:31]=[C:30]([C:35]([F:38])([F:37])[F:36])[N:29]=1)([CH3:26])[CH3:25].C(=O)([O-])[O-].[K+].[K+]. Given the product [CH3:16][O:15][CH:14]=[C:9]([C:4]1[CH:5]=[CH:6][CH:7]=[CH:8][C:3]=1[CH2:2][O:34][C:32]1[CH:31]=[C:30]([C:35]([F:36])([F:37])[F:38])[N:29]=[C:28]([O:27][CH:24]([CH3:26])[CH3:25])[N:33]=1)[C:10]([O:12][CH3:13])=[O:11], predict the reactants needed to synthesize it. (4) Given the product [Si:22]([O:21][CH2:20][C:19]([N:12]1[C:13]2[CH:18]=[CH:17][N:16]=[CH:15][C:14]=2[C:10]([C:8]([C:4]2[CH:3]=[C:2]([NH:1][C:40](=[O:41])[CH2:39][N:37]3[CH:38]=[C:34]([CH:31]([CH3:32])[CH3:33])[N:35]=[N:36]3)[CH:7]=[N:6][CH:5]=2)=[O:9])=[CH:11]1)([CH3:30])[CH3:29])([C:25]([CH3:28])([CH3:27])[CH3:26])([CH3:23])[CH3:24], predict the reactants needed to synthesize it. The reactants are: [NH2:1][C:2]1[CH:3]=[C:4]([C:8]([C:10]2[C:14]3[CH:15]=[N:16][CH:17]=[CH:18][C:13]=3[N:12]([C:19]([CH3:30])([CH3:29])[CH2:20][O:21][Si:22]([C:25]([CH3:28])([CH3:27])[CH3:26])([CH3:24])[CH3:23])[CH:11]=2)=[O:9])[CH:5]=[N:6][CH:7]=1.[CH:31]([C:34]1[N:35]=[N:36][N:37]([CH2:39][C:40](O)=[O:41])[CH:38]=1)([CH3:33])[CH3:32]. (5) Given the product [F:27][C:17]([F:16])([F:26])[C:18]1[CH:23]=[CH:22][N:21]=[CH:20][C:19]=1[CH2:24][CH2:25][N:6]1[C:7]2[CH:8]=[CH:9][C:10]([CH3:13])=[CH:11][C:12]=2[C:4]2[CH2:3][N:2]([CH3:1])[CH2:15][CH2:14][C:5]1=2, predict the reactants needed to synthesize it. The reactants are: [CH3:1][N:2]1[CH2:15][CH2:14][C:5]2[NH:6][C:7]3[CH:8]=[CH:9][C:10]([CH3:13])=[CH:11][C:12]=3[C:4]=2[CH2:3]1.[F:16][C:17]([F:27])([F:26])[C:18]1[CH:23]=[CH:22][N:21]=[CH:20][C:19]=1[CH:24]=[CH2:25].[OH-].[K+]. (6) Given the product [CH3:40][C:38]1[O:39][P+:29]([O:28][CH2:27][CH2:26][CH2:25][CH2:24][CH2:23][CH2:22][CH2:21][CH2:20][CH2:19][CH2:18][CH2:17][CH2:16][CH2:15][CH:14]([CH3:13])[CH3:4])([O-:41])[O:30][CH2:31][C@H:32]2[CH2:33][O:34][C:35](=[O:36])[C:37]=12, predict the reactants needed to synthesize it. The reactants are: [N+]([CH:4](O)C1C=CC=CC=1)([O-])=O.C[CH2:13][CH2:14][CH2:15][CH2:16][CH2:17][CH2:18][CH2:19][CH2:20][CH2:21][CH2:22][CH2:23][CH2:24][CH2:25][CH2:26][CH2:27][O:28][P+:29]1([O-:41])[O:39][C:38]([CH3:40])=[C:37]2[C@H:32]([CH2:33][O:34][C:35]2=[O:36])[CH2:31][O:30]1. (7) Given the product [CH2:1]([O:8][C:9]1[CH:19]=[CH:18][C:12]([CH2:13][CH2:14][NH2:15])=[CH:11][C:10]=1[O:20][CH3:21])[C:2]1[CH:7]=[CH:6][CH:5]=[CH:4][CH:3]=1, predict the reactants needed to synthesize it. The reactants are: [CH2:1]([O:8][C:9]1[CH:19]=[CH:18][C:12](/[CH:13]=[CH:14]/[N+:15]([O-])=O)=[CH:11][C:10]=1[O:20][CH3:21])[C:2]1[CH:7]=[CH:6][CH:5]=[CH:4][CH:3]=1.[H-].[Al+3].[Li+].[H-].[H-].[H-]. (8) Given the product [S:6]1[CH:10]=[CH:9][N:8]=[C:7]1[C:15]([C@H:17]1[CH2:22][CH2:21][CH2:20][N:19]([C:23]([O:25][C:26]([CH3:29])([CH3:28])[CH3:27])=[O:24])[CH2:18]1)=[O:16], predict the reactants needed to synthesize it. The reactants are: C([Li])CCC.[S:6]1[CH:10]=[CH:9][N:8]=[CH:7]1.COCN[C:15]([C@H:17]1[CH2:22][CH2:21][CH2:20][N:19]([C:23]([O:25][C:26]([CH3:29])([CH3:28])[CH3:27])=[O:24])[CH2:18]1)=[O:16].[Cl-].[Na+]. (9) The reactants are: [C:1]([O:5][C:6]1[CH:20]=[CH:19][CH:18]=[CH:17][C:7]=1[CH2:8][NH:9][CH2:10][C:11]1[CH:16]=[CH:15][CH:14]=[CH:13][N:12]=1)([CH3:4])([CH3:3])[CH3:2].Br[CH2:22][CH2:23][CH2:24][Cl:25].C([O-])([O-])=O.[K+].[K+]. Given the product [C:1]([O:5][C:6]1[CH:20]=[CH:19][CH:18]=[CH:17][C:7]=1[CH2:8][N:9]([CH2:10][C:11]1[CH:16]=[CH:15][CH:14]=[CH:13][N:12]=1)[CH2:22][CH2:23][CH2:24][Cl:25])([CH3:4])([CH3:2])[CH3:3], predict the reactants needed to synthesize it. (10) Given the product [NH2:38][C@H:10]([C:11]1[C:16]([C:17]2[CH:18]=[CH:19][CH:20]=[C:21]3[C:25]=2[N:24]([CH3:26])[N:23]=[C:22]3[NH:27][S:28]([CH3:31])(=[O:30])=[O:29])=[CH:15][CH:14]=[C:13]([C:32]#[C:33][C:34]([OH:37])([CH3:35])[CH3:36])[N:12]=1)[CH2:9][C:4]1[CH:3]=[C:2]([F:1])[CH:7]=[C:6]([F:8])[CH:5]=1, predict the reactants needed to synthesize it. The reactants are: [F:1][C:2]1[CH:3]=[C:4]([CH2:9][C@H:10]([NH:38]C(=O)OC(C)(C)C)[C:11]2[C:16]([C:17]3[CH:18]=[CH:19][CH:20]=[C:21]4[C:25]=3[N:24]([CH3:26])[N:23]=[C:22]4[NH:27][S:28]([CH3:31])(=[O:30])=[O:29])=[CH:15][CH:14]=[C:13]([C:32]#[C:33][C:34]([OH:37])([CH3:36])[CH3:35])[N:12]=2)[CH:5]=[C:6]([F:8])[CH:7]=1.Cl.O1CCOCC1.